The task is: Binary Classification. Given two protein amino acid sequences, predict whether they physically interact or not.. This data is from Human Reference Interactome with 51,813 positive PPI pairs across 8,248 proteins, plus equal number of experimentally-validated negative pairs. (1) Protein 1 (ENSG00000149100) has sequence MNSVVSLLLILEPDKQEALIESLCEKLVKFREGERPSLRLQLLSNLFHGMDKNTPVRYTVYCSLIKVAASCGAIQYIPTELDQVRKWISDWNLTTEKKHTLLRLLYEALVDCKKSDAASKVMVELLGSYTEDNASQARVDAHRCIVRALKDPNAFLFDHLLTLKPVKFLEGELIHDLLTIFVSAKLASYVKMSVPAFIDISEEDQAAELRAYLKSKGAEISEENSEGGLHVDLAQIIEACDVCLKEDDKDVESVMNSVVSLLLILEPDKQEALIESLCEKLVKFREGERPSLRLQLLSNL.... Protein 2 (ENSG00000112304) has sequence MTSMTQSLREVIKAMTKARNFERVLGKITLVSAAPGKVICEMKVEEEHTNAIGTLHGGLTATLVDNISTMALLCTERGAPGVSVDMNITYMSPAKLGEDIVITAHVLKQGKTLAFTSVDLTNKATGKLIAQGRHTKHLGN*MVRKITLVSAAPGKVICEMKVEEEHTNAIGTLHGGLTATLVDNISTMALLCTERGAPGVSVDMNITYMSPAKLGEDIVITAHVLKQGKTLAFTSVDLTNKATGKLIAQGRHTKHLGN*. Result: 0 (the proteins do not interact). (2) Protein 1 (ENSG00000006015) has sequence MITETAAEPTVPAVPAAEEATEARGREEPAWPWKDAPIRTLVQRIHQLQAERAQGFRRLEEWLAPVQGLRAWGRGLRVPTCRRGHRQYLRSGPDYDFARYRSTVHGVTQAFAAASREVLAVEAELGGPRRQPLLAGHVRSLQELEQTRLGTVALLQLMETPELAGQEDAVRMQQLKMKVIKTMEAISEVLQDLRFDAESAE*MITETAAEPTVPAVPAAEEATEARGREEPAWPWKDAPIRTLVQRIHQLQAERAQGFRRLEEGHRQYLRSGPDYDFARYRSTVHGVTQAFAAASREVLA.... Protein 2 (ENSG00000180891) has sequence MTSLFRRSSSGSGGGGTAGARGGGGGTAAPQELNNSRPARQVRRLEFNQAMDDFKTMFPNMDYDIIECVLRANSGAVDATIDQLLQMNLEGGGSSGGVYEDSSDSEDSIPPEILERTLEPDSSDEEPPPVYSPPAYHMHVFDRPYPLAPPTPPPRIDALGSGAPTSQRRYRNWNPPLLGNLPDDFLRILPQQLDSIQGNAGGPKPGSGEGCPPAMAGPGPGDQESRWKQYLEDERIALFLQNEEFMKELQRNRDFLLALERDRLKYESQKSKSSSVAVGNDFGFSSPVPGTGDANPAVSE.... Result: 0 (the proteins do not interact). (3) Protein 1 (ENSG00000198919) has sequence MDSLPDEFFVRHPAVEDQRKEETENKLEKSSGQLNKQENDIPTDLVPVNLLLEVKKLLNAINTLPKGVVPHIKKFLQEDFSFQTMQREVAANSQNGEEIVPALTLRFLITQLEAALRNIQAGNYTAHQINIGYYLTLLFLYGVALTERGKKEDYTEAENKFLVMKMMIQENEICENFMSLVYFGRGLLRCAQKRYNGGLLEFHKSLQEIGDKNDHWFDIDPTEDEDLPTTFKDLLNNFIKTTESNIMKQTICSYLDCERSCEADILKNTSYKGFFQLMCSKSCCVYFHKICWKKFKNLKY.... Protein 2 (ENSG00000269190) has sequence MGARLSRRRLPADPSLALDALPPELLVQVLSHVPPRSLVTRCRPVCRAWRDIVDGPTVWLLQLARDRSAEGRALYAVAQRCLPSNEDKEEFPLCALARYCLRAPFGRNLIFNSCGEQGFRGWEVEHGGNGWAIEKNLTPVPGAPSQTCFVTSFEWCSKRQLVDLVMEGVWQELLDSAQIEICVADWWGARENCGCVYQLRVRLLDVYEKEVVKFSASPDPVLQWTERGCRQVSHVFTNFGKGIRYVSFEQYGRDVSSWVGHYGALVTHSSVRVRIRLS*XAPSQTCFVTSFEWCSKRQLV.... Result: 1 (the proteins interact). (4) Protein 1 (ENSG00000161654) has sequence MAAPPGEYFSVGSQVSCRTCQEQRLQGEVVAFDYQSKMLALKCPSSSGKPNHADILLINLQYVSEVEIINDRTETPPPLASLNVSKLASKARTEKEEKLSQAYAISAGVSLEGQQLFQTIHKTIKDCKWQEKNIVVMEEVVITPPYQVENCKGKEGSALSHVRKIVEKHFRDVESQKILQRSQAQQPQKEAALSS*MAAPPGEYFSVGSQVSCRTCQEQRLQGEVVAFDYQSKMLALKCPSSSGKPNHADILLINLQYVSEVEIINDRTETPPPLASLNVSKLASKARTEKEEKLSQAYA.... Protein 2 (ENSG00000125872) has sequence MRQTLPLLLLTVLRPSWADPPQEKVPLFRVTQQGPWGSSGSNATDSPCEGLPAADATALTLANRNLERLPGCLPRTLRSLDASHNLLRALSTSELGHLEQLQVLTLRHNRIAALRWGPGGPAGLHTLDLSYNQLAALPPCTGPALSSLRALALAGNPLRALQPRAFACFPALQLLNLSCTALGRGAQGGIAEAAFAGEDGAPLVTLEVLDLSGTFLERVESGWIRDLPKLTSLYLRKMPRLTTLEGDIFKMTPNLQQLDCQDSPALASVATHIFQDTPHLQVLLFQNCNLSSFPPWTLDS.... Result: 0 (the proteins do not interact). (5) Protein 1 (ENSG00000070423) has sequence MAEASPHPGRYFCHCCSVEIVPRLPDYICPRCESGFIEELPEETRSTENGSAPSTAPTDQSRPPLEHVDQHLFTLPQGYGQFAFGIFDDSFEIPTFPPGAQADDGRDPESRRERDHPSRHRYGARQPRARLTTRRATGRHEGVPTLEGIIQQLVNGIITPATIPSLGPWGVLHSNPMDYAWGANGLDAIITQLLNQFENTGPPPADKEKIQALPTVPVTEEHVGSGLECPVCKDDYALGERVRQLPCNHLFHDGCIVPWLEQHDSCPVCRKSLTGQNTATNPPGLTGVSFSSSSSSSSSS.... Protein 2 (ENSG00000181617) has sequence MKKVLLLITAILAVAVGFPVSQDQEREKRSISDSDELASGFFVFPYPYPFRPLPPIPFPRFPWFRRNFPIPIPESAPTTPLPSEK*. Result: 0 (the proteins do not interact). (6) Protein 1 (ENSG00000073111) has sequence MAESSESFTMASSPAQRRRGNDPLTSSPGRSSRRTDALTSSPGRDLPPFEDESEGLLGTEGPLEEEEDGEELIGDGMERDYRAIPELDAYEAEGLALDDEDVEELTASQREAAERAMRQRDREAGRGLGRMRRGLLYDSDEEDEERPARKRRQVERATEDGEEDEEMIESIENLEDLKGHSVREWVSMAGPRLEIHHRFKNFLRTHVDSHGHNVFKERISDMCKENRESLVVNYEDLAAREHVLAYFLPEAPAELLQIFDEAALEVVLAMYPKYDRITNHIHVRISHLPLVEELRSLRQL.... Protein 2 (ENSG00000168461) has sequence MMAIRELKVCLLGGIFYDQNCALWK*MMAIRELKVCLLGGLMEPICSLTKCHSIGRTLDKDKEGCIPVAPPGGRWRYVLRTPATG*MMAIRELKVCLLGDTGVGKSSIVCRFVQDHFDHNISPTIGASFMTKTVPCGNELHKFLIWDTAGQERGGSPEGC*MMAIRELKVCLLGDTGVGKSSIVCRFVQDHFDHNISPTIGASFMTKTVPCGNELHKFLIWDTAGQERFHSLAPMYYRGSAAAVIVYDITKQDSFYTLKKWVKELKEHGPENIVMAIAGNKCDLSDIREVPLKDAKEYAE.... Result: 0 (the proteins do not interact).